This data is from Catalyst prediction with 721,799 reactions and 888 catalyst types from USPTO. The task is: Predict which catalyst facilitates the given reaction. (1) Reactant: [Br:1][C:2]1[CH:3]=[CH:4][CH:5]=[C:6]2[C:10]=1[NH:9][CH:8]=[C:7]2[CH2:11][CH2:12][CH2:13][O:14][C:15]1[CH:20]=[C:19]([CH3:21])[C:18]([Cl:22])=[C:17]([CH3:23])[CH:16]=1.Br[CH2:25][CH2:26][C:27]([O:29][CH2:30][CH3:31])=[O:28].C(=O)([O-])[O-].[Cs+].[Cs+]. Product: [Br:1][C:2]1[CH:3]=[CH:4][CH:5]=[C:6]2[C:10]=1[N:9]([CH2:25][CH2:26][C:27]([O:29][CH2:30][CH3:31])=[O:28])[CH:8]=[C:7]2[CH2:11][CH2:12][CH2:13][O:14][C:15]1[CH:16]=[C:17]([CH3:23])[C:18]([Cl:22])=[C:19]([CH3:21])[CH:20]=1. The catalyst class is: 31. (2) Reactant: [Cl:1][C:2]1[S:10][C:5]2[N:6]=[C:7]([CH3:9])[S:8][C:4]=2[CH:3]=1.[Br:11][CH2:12][C:13]([OH:15])=[O:14].C1(C(C)C)C=CC=CC=1. Product: [Br-:11].[C:13]([CH2:12][N+:6]1[C:5]2[S:10][C:2]([Cl:1])=[CH:3][C:4]=2[S:8][C:7]=1[CH3:9])([OH:15])=[O:14]. The catalyst class is: 21. (3) Reactant: [NH2:1][C:2]1[S:12][C:5]2[CH2:6][O:7][C:8]([CH3:11])([CH3:10])[CH2:9][C:4]=2[C:3]=1[C:13]([O:15][C:16]([CH3:19])([CH3:18])[CH3:17])=[O:14].[C:20]1([N:26]=[C:27]=[S:28])[CH:25]=[CH:24][CH:23]=[CH:22][CH:21]=1. Product: [CH3:10][C:8]1([CH3:11])[O:7][CH2:6][C:5]2[S:12][C:2]([NH:1][C:27]([NH:26][C:20]3[CH:25]=[CH:24][CH:23]=[CH:22][CH:21]=3)=[S:28])=[C:3]([C:13]([O:15][C:16]([CH3:19])([CH3:18])[CH3:17])=[O:14])[C:4]=2[CH2:9]1. The catalyst class is: 7.